Dataset: NCI-60 drug combinations with 297,098 pairs across 59 cell lines. Task: Regression. Given two drug SMILES strings and cell line genomic features, predict the synergy score measuring deviation from expected non-interaction effect. (1) Drug 1: C1=NC2=C(N=C(N=C2N1C3C(C(C(O3)CO)O)F)Cl)N. Drug 2: CC1CCC2CC(C(=CC=CC=CC(CC(C(=O)C(C(C(=CC(C(=O)CC(OC(=O)C3CCCCN3C(=O)C(=O)C1(O2)O)C(C)CC4CCC(C(C4)OC)OCCO)C)C)O)OC)C)C)C)OC. Cell line: NCI/ADR-RES. Synergy scores: CSS=47.8, Synergy_ZIP=4.69, Synergy_Bliss=6.07, Synergy_Loewe=0.941, Synergy_HSA=1.53. (2) Drug 1: C1=NC2=C(N=C(N=C2N1C3C(C(C(O3)CO)O)F)Cl)N. Drug 2: C1CCC(C(C1)N)N.C(=O)(C(=O)[O-])[O-].[Pt+4]. Cell line: HS 578T. Synergy scores: CSS=19.0, Synergy_ZIP=-1.04, Synergy_Bliss=0.523, Synergy_Loewe=4.33, Synergy_HSA=3.64.